Task: Predict which catalyst facilitates the given reaction.. Dataset: Catalyst prediction with 721,799 reactions and 888 catalyst types from USPTO The catalyst class is: 4. Product: [CH3:1][S:2]([N:20]1[CH2:19][CH2:18][N:17]([C:23]2[CH:28]=[CH:27][C:26]([C:29]3[N:30]=[C:31]([O:38][C@@H:39]([C@H:41]4[CH2:45][NH:44][C:43](=[O:46])[CH2:42]4)[CH3:40])[C:32]4[N:33]([N:35]=[CH:36][CH:37]=4)[CH:34]=3)=[CH:25][CH:24]=2)[CH2:22][CH2:21]1)(=[O:5])=[O:3]. Reactant: [CH3:1][S:2]([O:5]S(C)(=O)=O)(=O)=[O:3].FC(F)(F)C(O)=O.[N:17]1([C:23]2[CH:28]=[CH:27][C:26]([C:29]3[N:30]=[C:31]([O:38][C@@H:39]([C@H:41]4[CH2:45][NH:44][C:43](=[O:46])[CH2:42]4)[CH3:40])[C:32]4[N:33]([N:35]=[CH:36][CH:37]=4)[CH:34]=3)=[CH:25][CH:24]=2)[CH2:22][CH2:21][NH:20][CH2:19][CH2:18]1.C(N(CC)CC)C.